From a dataset of NCI-60 drug combinations with 297,098 pairs across 59 cell lines. Regression. Given two drug SMILES strings and cell line genomic features, predict the synergy score measuring deviation from expected non-interaction effect. (1) Drug 1: CC1=CC2C(CCC3(C2CCC3(C(=O)C)OC(=O)C)C)C4(C1=CC(=O)CC4)C. Drug 2: C1CCC(C(C1)N)N.C(=O)(C(=O)[O-])[O-].[Pt+4]. Cell line: SF-539. Synergy scores: CSS=8.12, Synergy_ZIP=-2.10, Synergy_Bliss=0.342, Synergy_Loewe=-10.6, Synergy_HSA=0.331. (2) Drug 1: C1CC(C1)(C(=O)O)C(=O)O.[NH2-].[NH2-].[Pt+2]. Drug 2: C1CN(CCN1C(=O)CCBr)C(=O)CCBr. Cell line: SF-268. Synergy scores: CSS=12.2, Synergy_ZIP=-6.52, Synergy_Bliss=-2.02, Synergy_Loewe=-4.78, Synergy_HSA=-4.28. (3) Drug 1: C1CCC(CC1)NC(=O)N(CCCl)N=O. Drug 2: C1=CN(C=N1)CC(O)(P(=O)(O)O)P(=O)(O)O. Cell line: OVCAR-5. Synergy scores: CSS=1.59, Synergy_ZIP=-3.65, Synergy_Bliss=-7.13, Synergy_Loewe=-8.90, Synergy_HSA=-7.97. (4) Drug 1: CC(C1=C(C=CC(=C1Cl)F)Cl)OC2=C(N=CC(=C2)C3=CN(N=C3)C4CCNCC4)N. Drug 2: C(CCl)NC(=O)N(CCCl)N=O. Cell line: A549. Synergy scores: CSS=7.52, Synergy_ZIP=-4.36, Synergy_Bliss=-4.59, Synergy_Loewe=-23.3, Synergy_HSA=-8.07. (5) Drug 1: CN1CCC(CC1)COC2=C(C=C3C(=C2)N=CN=C3NC4=C(C=C(C=C4)Br)F)OC. Drug 2: CCC1(CC2CC(C3=C(CCN(C2)C1)C4=CC=CC=C4N3)(C5=C(C=C6C(=C5)C78CCN9C7C(C=CC9)(C(C(C8N6C)(C(=O)OC)O)OC(=O)C)CC)OC)C(=O)OC)O.OS(=O)(=O)O. Cell line: DU-145. Synergy scores: CSS=46.4, Synergy_ZIP=1.13, Synergy_Bliss=4.04, Synergy_Loewe=-8.69, Synergy_HSA=5.16.